This data is from Forward reaction prediction with 1.9M reactions from USPTO patents (1976-2016). The task is: Predict the product of the given reaction. (1) Given the reactants Cl[C:2]1[N:7]=[C:6]([N:8]2[CH2:13][CH2:12][O:11][CH2:10][C@@H:9]2[CH3:14])[CH:5]=[C:4]([CH2:15][S:16]([CH3:19])(=[O:18])=[O:17])[N:3]=1.O.[CH3:21][NH:22][C:23]1[CH:28]=[CH:27][C:26](B2OC(C)(C)C(C)(C)O2)=[CH:25][CH:24]=1.C(=O)([O-])[O-].[Na+].[Na+], predict the reaction product. The product is: [CH3:21][NH:22][C:23]1[CH:28]=[CH:27][C:26]([C:2]2[N:7]=[C:6]([N:8]3[CH2:13][CH2:12][O:11][CH2:10][C@@H:9]3[CH3:14])[CH:5]=[C:4]([CH2:15][S:16]([CH3:19])(=[O:18])=[O:17])[N:3]=2)=[CH:25][CH:24]=1. (2) Given the reactants [F:1][C:2]1[CH:3]=[C:4]([CH:7]=[C:8]([CH2:10][OH:11])[CH:9]=1)[C:5]#[N:6].Cl[C:13]1[CH:23]=[C:17]2[N:18]([CH3:22])[CH2:19][CH2:20][CH2:21][N:16]2[C:15](=[O:24])[N:14]=1, predict the reaction product. The product is: [F:1][C:2]1[CH:3]=[C:4]([CH:7]=[C:8]([CH2:10][O:11][C:13]2[CH:23]=[C:17]3[N:18]([CH3:22])[CH2:19][CH2:20][CH2:21][N:16]3[C:15](=[O:24])[N:14]=2)[CH:9]=1)[C:5]#[N:6]. (3) Given the reactants C(OC([N:8]([CH2:38][C:39]([O:41]C(C)(C)C)=[O:40])[C:9]1[CH:14]=[CH:13][CH:12]=[C:11]([CH:15]([S:29]([C:32]2[CH:33]=[N:34][CH:35]=[CH:36][CH:37]=2)(=[O:31])=[O:30])[NH:16][CH2:17][C:18]2[CH:23]=[CH:22][C:21]([N:24]3[CH:28]=[N:27][CH:26]=[N:25]3)=[CH:20][CH:19]=2)[N:10]=1)=O)(C)(C)C.C(OC(N(CC(OC(C)(C)C)=O)C1C=CC=C(C(CC2C=CC(C3C=CC=CN=3)=CC=2)NS(C2C=NC=CC=2)(=O)=O)N=1)=O)(C)(C)C, predict the reaction product. The product is: [N:34]1[CH:35]=[CH:36][CH:37]=[C:32]([S:29]([CH:15]([NH:16][CH2:17][C:18]2[CH:23]=[CH:22][C:21]([N:24]3[CH:28]=[N:27][CH:26]=[N:25]3)=[CH:20][CH:19]=2)[C:11]2[N:10]=[C:9]([NH:8][CH2:38][C:39]([OH:41])=[O:40])[CH:14]=[CH:13][CH:12]=2)(=[O:30])=[O:31])[CH:33]=1. (4) Given the reactants [CH3:1][N:2]([CH3:21])[C:3]1[N:11]=[CH:10][N:9]=[C:8]2[C:4]=1[N:5]=[CH:6][N:7]2[C@H:12]1[C@H:16]([OH:17])[C@H:15]([OH:18])[C@@H:14]([CH2:19]O)[O:13]1.O.[Br].S([O-])(O)(=O)=O.[Na+].[Br:30]Br.[C:32](=[O:35])([O-])[O-].[Na+].[Na+], predict the reaction product. The product is: [Br:30][C:6]1[N:7]([C@H:12]2[C@H:16]([OH:17])[C@H:15]([OH:18])[C@@H:14]([CH2:19][CH2:32][OH:35])[O:13]2)[C:8]2[C:4]([N:5]=1)=[C:3]([N:2]([CH3:21])[CH3:1])[N:11]=[CH:10][N:9]=2. (5) Given the reactants Br[CH2:2][C:3]1[N:13]([CH2:14][CH2:15][C:16]2[CH:21]=[CH:20][C:19]([Cl:22])=[CH:18][CH:17]=2)[C:6]2[N:7]=[C:8]([C:11]#[N:12])[N:9]=[CH:10][C:5]=2[CH:4]=1.[CH3:23][O:24][C:25]1[CH:30]=[CH:29][C:28](B(O)O)=[CH:27][CH:26]=1.C([O-])([O-])=O.[Cs+].[Cs+].C(Cl)Cl, predict the reaction product. The product is: [Cl:22][C:19]1[CH:20]=[CH:21][C:16]([CH2:15][CH2:14][N:13]2[C:6]3[N:7]=[C:8]([C:11]#[N:12])[N:9]=[CH:10][C:5]=3[CH:4]=[C:3]2[CH2:2][C:28]2[CH:29]=[CH:30][C:25]([O:24][CH3:23])=[CH:26][CH:27]=2)=[CH:17][CH:18]=1. (6) Given the reactants [C:1]([C@@:4]1([OH:50])[CH2:21][C@H:20]([O:22][C@@H:23]2[O:29][C@@H:28]([CH3:30])[C@@H:26]([OH:27])[C@@H:25]([N:31]3[CH2:36][CH2:35][O:34][C@H:33]([O:37][CH3:38])[CH2:32]3)[CH2:24]2)[C:19]2[C:18]([OH:39])=[C:17]3[C:8]([C:9](=[O:48])[C:10]4[CH:11]=[CH:12][CH:13]=[C:14]([NH:41][C:42](=[O:47])[C:43]([F:46])([F:45])[F:44])[C:15]=4[C:16]3=[O:40])=[C:7]([OH:49])[C:6]=2[CH2:5]1)(=[O:3])[CH3:2].CC1(C)O[O:53]1, predict the reaction product. The product is: [C:1]([C@@:4]1([OH:50])[CH2:21][C@H:20]([O:22][C@@H:23]2[O:29][C@@H:28]([CH3:30])[C@@H:26]([OH:27])[CH:25]([N+:31]3([O-:53])[CH2:36][CH2:35][O:34][C@H:33]([O:37][CH3:38])[CH2:32]3)[CH2:24]2)[C:19]2[C:18]([OH:39])=[C:17]3[C:8]([C:9](=[O:48])[C:10]4[CH:11]=[CH:12][CH:13]=[C:14]([NH:41][C:42](=[O:47])[C:43]([F:46])([F:44])[F:45])[C:15]=4[C:16]3=[O:40])=[C:7]([OH:49])[C:6]=2[CH2:5]1)(=[O:3])[CH3:2]. (7) Given the reactants [F:1][C:2]([F:49])([F:48])[C:3]1[CH:4]=[C:5]([CH:41]=[C:42]([C:44]([F:47])([F:46])[F:45])[CH:43]=1)[CH2:6][N:7]([CH2:19][C:20]1[CH:25]=[C:24]([C:26]([F:29])([F:28])[F:27])[CH:23]=[CH:22][C:21]=1[C:30]1[CH:35]=[C:34]([CH:36]([CH3:38])[CH3:37])[CH:33]=[CH:32][C:31]=1[O:39][CH3:40])[C:8]1[N:13]=[CH:12][C:11]([C:14]([O:16]CC)=[O:15])=[CH:10][N:9]=1.[OH-].[Na+], predict the reaction product. The product is: [F:47][C:44]([F:45])([F:46])[C:42]1[CH:41]=[C:5]([CH:4]=[C:3]([C:2]([F:1])([F:48])[F:49])[CH:43]=1)[CH2:6][N:7]([CH2:19][C:20]1[CH:25]=[C:24]([C:26]([F:29])([F:28])[F:27])[CH:23]=[CH:22][C:21]=1[C:30]1[CH:35]=[C:34]([CH:36]([CH3:37])[CH3:38])[CH:33]=[CH:32][C:31]=1[O:39][CH3:40])[C:8]1[N:9]=[CH:10][C:11]([C:14]([OH:16])=[O:15])=[CH:12][N:13]=1. (8) Given the reactants [N+:1]([C:4]1[CH:5]=[C:6]([CH:10]2[C:15]3[NH:16][C:17]4[C:22]([C:14]=3[CH2:13][CH2:12][O:11]2)=[CH:21][CH:20]=[CH:19][CH:18]=4)[CH:7]=[CH:8][CH:9]=1)([O-])=O, predict the reaction product. The product is: [NH2:1][C:4]1[CH:5]=[C:6]([CH:10]2[C:15]3[NH:16][C:17]4[C:22]([C:14]=3[CH2:13][CH2:12][O:11]2)=[CH:21][CH:20]=[CH:19][CH:18]=4)[CH:7]=[CH:8][CH:9]=1. (9) The product is: [Cl:21][C:22]1[CH:23]=[C:24]([C:2]2[CH:12]=[C:11]([O:13][C:14]3[CH:19]=[CH:18][CH:17]=[CH:16][C:15]=3[Cl:20])[C:5]([C:6]([O:8][CH2:9][CH3:10])=[O:7])=[CH:4][N:3]=2)[CH:25]=[CH:26][C:27]=1[F:28]. Given the reactants Cl[C:2]1[CH:12]=[C:11]([O:13][C:14]2[CH:19]=[CH:18][CH:17]=[CH:16][C:15]=2[Cl:20])[C:5]([C:6]([O:8][CH2:9][CH3:10])=[O:7])=[CH:4][N:3]=1.[Cl:21][C:22]1[CH:23]=[C:24](B(O)O)[CH:25]=[CH:26][C:27]=1[F:28], predict the reaction product. (10) Given the reactants [Cl:1][C:2]1[N:7]=[C:6]([NH:8][C:9]([C@@H:11]2[CH2:15][C@@H:14]([F:16])[CH2:13][N:12]2C(OC(C)(C)C)=O)=[O:10])[CH:5]=[CH:4][CH:3]=1, predict the reaction product. The product is: [ClH:1].[Cl:1][C:2]1[N:7]=[C:6]([NH:8][C:9]([C@@H:11]2[CH2:15][C@@H:14]([F:16])[CH2:13][NH:12]2)=[O:10])[CH:5]=[CH:4][CH:3]=1.